The task is: Predict the reaction yield, written as a fraction of the theoretical maximum amount of product (1.0 means a 100% yield; for example, 0.34 means a 34% yield).. This data is from Reaction yield outcomes from USPTO patents with 853,638 reactions. (1) The reactants are [Sn](Cl)Cl.[Cl:4][C:5]1[C:6]([C:31]2[C:39]3[C:34](=[CH:35][CH:36]=[CH:37][CH:38]=3)[N:33]([S:40]([C:43]3[CH:48]=[CH:47][CH:46]=[CH:45][CH:44]=3)(=[O:42])=[O:41])[CH:32]=2)=[N:7][C:8]([NH:11][C:12]2[CH:13]=[C:14]([NH:18][S:19]([C:22]3[CH:27]=[CH:26][C:25]([N+:28]([O-])=O)=[CH:24][CH:23]=3)(=[O:21])=[O:20])[CH:15]=[CH:16][CH:17]=2)=[N:9][CH:10]=1. The catalyst is CCOC(C)=O.CCO.C([O-])(O)=O.[Na+]. The product is [NH2:28][C:25]1[CH:24]=[CH:23][C:22]([S:19]([NH:18][C:14]2[CH:15]=[CH:16][CH:17]=[C:12]([NH:11][C:8]3[N:7]=[C:6]([C:31]4[C:39]5[C:34](=[CH:35][CH:36]=[CH:37][CH:38]=5)[N:33]([S:40]([C:43]5[CH:44]=[CH:45][CH:46]=[CH:47][CH:48]=5)(=[O:41])=[O:42])[CH:32]=4)[C:5]([Cl:4])=[CH:10][N:9]=3)[CH:13]=2)(=[O:21])=[O:20])=[CH:27][CH:26]=1. The yield is 0.650. (2) The yield is 0.696. The product is [CH3:1][O:2][C:3](=[O:17])[C:4]1[CH:9]=[C:8]([O:10][CH3:11])[CH:7]=[CH:6][C:5]=1[C:12]([C:13]([O:15][CH3:16])=[O:14])=[CH:23][N:24]([CH3:26])[CH3:25]. The reactants are [CH3:1][O:2][C:3](=[O:17])[C:4]1[CH:9]=[C:8]([O:10][CH3:11])[CH:7]=[CH:6][C:5]=1[CH2:12][C:13]([O:15][CH3:16])=[O:14].CC(O)=O.O.[CH3:23][N:24]([CH:26](OC)OC)[CH3:25]. No catalyst specified. (3) The reactants are [Cl:1][C:2]1[N:7]=[C:6]([NH:8][NH:9][C:10](=[O:29])[C@H:11]([CH2:23][CH:24]2[CH2:28][CH2:27][CH2:26][CH2:25]2)[CH2:12][N:13]([O:16]C2CCCCO2)[CH:14]=[O:15])[C:5]([F:30])=[C:4]([N:31]2[CH2:35][CH:34]([N:36]([CH3:38])[CH3:37])[C:33]([CH3:40])([CH3:39])[CH2:32]2)[N:3]=1. The catalyst is CC(O)=O.O. The product is [Cl:1][C:2]1[N:7]=[C:6]([NH:8][NH:9][C:10](=[O:29])[C@H:11]([CH2:23][CH:24]2[CH2:25][CH2:26][CH2:27][CH2:28]2)[CH2:12][N:13]([OH:16])[CH:14]=[O:15])[C:5]([F:30])=[C:4]([N:31]2[CH2:35][CH:34]([N:36]([CH3:38])[CH3:37])[C:33]([CH3:40])([CH3:39])[CH2:32]2)[N:3]=1. The yield is 0.510. (4) The reactants are [Cl:1][C:2]1[CH:3]=[C:4]([NH:9][C:10]2[C:15]3=[C:16]([CH2:19][C:20]4([OH:27])[CH2:25][CH2:24][C:23](=O)[CH2:22][CH2:21]4)[CH:17]=[CH:18][N:14]3[N:13]=[CH:12][N:11]=2)[CH:5]=[CH:6][C:7]=1[F:8].[BH3-]C#[N:30].[Na+]. The catalyst is CO. The product is [NH2:30][CH:23]1[CH2:24][CH2:25][C:20]([CH2:19][C:16]2[CH:17]=[CH:18][N:14]3[C:15]=2[C:10]([NH:9][C:4]2[CH:5]=[CH:6][C:7]([F:8])=[C:2]([Cl:1])[CH:3]=2)=[N:11][CH:12]=[N:13]3)([OH:27])[CH2:21][CH2:22]1. The yield is 0.150. (5) The reactants are [Cl:1][C:2]1[N:3]=[N:4][C:5](Cl)=[CH:6][CH:7]=1.[N+:9]([C:12]1[CH:13]=[C:14](B(O)O)[CH:15]=[CH:16][CH:17]=1)([O-:11])=[O:10].C(=O)([O-])[O-].[Na+].[Na+]. The product is [Cl:1][C:2]1[N:3]=[N:4][C:5]([C:16]2[CH:15]=[CH:14][CH:13]=[C:12]([N+:9]([O-:11])=[O:10])[CH:17]=2)=[CH:6][CH:7]=1. The catalyst is COCCOC.C(OCC)(=O)C.[Pd].C1(P(C2C=CC=CC=2)C2C=CC=CC=2)C=CC=CC=1.C1(P(C2C=CC=CC=2)C2C=CC=CC=2)C=CC=CC=1.C1(P(C2C=CC=CC=2)C2C=CC=CC=2)C=CC=CC=1.C1(P(C2C=CC=CC=2)C2C=CC=CC=2)C=CC=CC=1. The yield is 0.104.